Dataset: TCR-epitope binding with 47,182 pairs between 192 epitopes and 23,139 TCRs. Task: Binary Classification. Given a T-cell receptor sequence (or CDR3 region) and an epitope sequence, predict whether binding occurs between them. The epitope is AVFDRKSDAK. Result: 0 (the TCR does not bind to the epitope). The TCR CDR3 sequence is CASRSDKYEQYF.